From a dataset of Full USPTO retrosynthesis dataset with 1.9M reactions from patents (1976-2016). Predict the reactants needed to synthesize the given product. Given the product [CH2:45]([O:44][CH2:43][CH2:42][C@@H:11]1[NH:12][CH2:13][C@H:14]([O:15][CH2:16][C:17]2[CH:18]=[CH:19][C:20]3[O:25][CH2:24][CH2:23][N:22]([CH2:26][CH2:27][CH2:28][O:29][CH3:30])[C:21]=3[CH:31]=2)[C@@H:9]([C:6]2[CH:7]=[CH:8][C:3]([O:2][CH3:1])=[CH:4][CH:5]=2)[CH2:10]1)[C:46]1[CH:51]=[CH:50][CH:49]=[CH:48][CH:47]=1, predict the reactants needed to synthesize it. The reactants are: [CH3:1][O:2][C:3]1[CH:8]=[CH:7][C:6]([C@@H:9]2[C@@H:14]([O:15][CH2:16][C:17]3[CH:18]=[CH:19][C:20]4[O:25][CH2:24][CH2:23][N:22]([CH2:26][CH2:27][CH2:28][O:29][CH3:30])[C:21]=4[CH:31]=3)[CH2:13][N:12](S(C3C=CC(C)=CC=3)(=O)=O)[C@@H:11]([CH2:42][CH2:43][OH:44])[CH2:10]2)=[CH:5][CH:4]=1.[CH2:45](Br)[C:46]1[CH:51]=[CH:50][CH:49]=[CH:48][CH:47]=1.